Dataset: Forward reaction prediction with 1.9M reactions from USPTO patents (1976-2016). Task: Predict the product of the given reaction. (1) Given the reactants B(Br)(Br)Br.[NH2:5][C:6]1[N:11]=[C:10]([NH:12][CH2:13][CH2:14][CH2:15][CH3:16])[C:9]([CH2:17][C:18]2[CH:19]=[C:20]([CH2:26][C:27]([OH:29])=[O:28])[CH:21]=[CH:22][C:23]=2[O:24][CH3:25])=[C:8]([CH3:30])[N:7]=1.[CH3:31]O.Cl, predict the reaction product. The product is: [NH2:5][C:6]1[N:11]=[C:10]([NH:12][CH2:13][CH2:14][CH2:15][CH3:16])[C:9]([CH2:17][C:18]2[CH:19]=[C:20]([CH2:26][C:27]([O:29][CH3:31])=[O:28])[CH:21]=[CH:22][C:23]=2[O:24][CH3:25])=[C:8]([CH3:30])[N:7]=1. (2) Given the reactants [CH2:1]([N:5]([C:21](=[O:29])[C:22]1[CH:27]=[CH:26][CH:25]=[CH:24][C:23]=1[Cl:28])[C:6]1[S:10][C:9]([C:11]2[CH:20]=[CH:19][C:14]([C:15]([O:17]C)=[O:16])=[CH:13][CH:12]=2)=[N:8][N:7]=1)[CH2:2][CH2:3][CH3:4], predict the reaction product. The product is: [CH2:1]([N:5]([C:21](=[O:29])[C:22]1[CH:27]=[CH:26][CH:25]=[CH:24][C:23]=1[Cl:28])[C:6]1[S:10][C:9]([C:11]2[CH:12]=[CH:13][C:14]([C:15]([OH:17])=[O:16])=[CH:19][CH:20]=2)=[N:8][N:7]=1)[CH2:2][CH2:3][CH3:4]. (3) Given the reactants [Cl:1][C:2]1[CH:3]=[CH:4][C:5]2[C:15](=[O:16])[C:10]3=[N:11][CH:12]=[CH:13][CH:14]=[C:9]3[CH2:8][CH2:7][C:6]=2[CH:17]=1.[C:18]([Mg]Cl)([CH3:21])([CH3:20])[CH3:19].[Cl-].[NH4+], predict the reaction product. The product is: [CH3:19][C:18]([C:13]1[CH:14]=[C:9]2[CH2:8][CH2:7][C:6]3[CH:17]=[C:2]([Cl:1])[CH:3]=[CH:4][C:5]=3[C:15](=[O:16])[C:10]2=[N:11][CH:12]=1)([CH3:21])[CH3:20]. (4) Given the reactants F[C:2](F)(F)[C:3]([OH:5])=O.[NH2:8][C:9]1[C:14]([C:15]([C:17]2[CH:22]=[C:21]([F:23])[CH:20]=[CH:19][C:18]=2[O:24][CH3:25])=[O:16])=[CH:13]N=[C:11]([NH:26][CH:27]2[CH2:32][CH2:31][NH:30][CH2:29][CH2:28]2)[N:10]=1.[C:33](Cl)(=O)C, predict the reaction product. The product is: [NH2:8][C:9]1[N:10]=[C:11]([NH:26][CH:27]2[CH2:32][CH2:31][N:30]([C:3](=[O:5])[CH3:2])[CH2:29][CH2:28]2)[CH:33]=[CH:13][C:14]=1[C:15](=[O:16])[C:17]1[CH:22]=[C:21]([F:23])[CH:20]=[CH:19][C:18]=1[O:24][CH3:25]. (5) Given the reactants [NH2:1][C:2]1[C:10]2[C:9]([C:11]3[CH:16]=[CH:15][C:14]([Cl:17])=[C:13]([Cl:18])[CH:12]=3)=[N:8][C:7](S(C)=O)=[N:6][C:5]=2[S:4][C:3]=1[C:22]([NH2:24])=[O:23].[NH2:25][CH2:26][CH2:27][CH3:28], predict the reaction product. The product is: [NH2:1][C:2]1[C:10]2[C:9]([C:11]3[CH:16]=[CH:15][C:14]([Cl:17])=[C:13]([Cl:18])[CH:12]=3)=[N:8][C:7]([NH:25][CH2:26][CH2:27][CH3:28])=[N:6][C:5]=2[S:4][C:3]=1[C:22]([NH2:24])=[O:23]. (6) Given the reactants [Cl:1][C:2]1[C:3]([O:11][CH2:12][C:13]([F:16])([F:15])[F:14])=[CH:4][C:5]([C:8]([OH:10])=O)=[N:6][CH:7]=1.[CH3:17][C:18]([CH3:27])([CH3:26])[CH:19]([NH2:25])[C:20]1[S:21][CH:22]=[CH:23][N:24]=1, predict the reaction product. The product is: [CH3:17][C:18]([CH3:27])([CH3:26])[CH:19]([NH:25][C:8]([C:5]1[CH:4]=[C:3]([O:11][CH2:12][C:13]([F:16])([F:15])[F:14])[C:2]([Cl:1])=[CH:7][N:6]=1)=[O:10])[C:20]1[S:21][CH:22]=[CH:23][N:24]=1. (7) Given the reactants Cl.[Cl:2][C:3]1[CH:4]=[C:5]([NH:10][NH2:11])[CH:6]=[C:7]([Cl:9])[CH:8]=1.[C:12]([CH2:17][C:18](OCC)=[O:19])(=O)[CH:13]([CH3:15])[CH3:14], predict the reaction product. The product is: [Cl:2][C:3]1[CH:4]=[C:5]([N:10]2[C:18](=[O:19])[CH2:17][C:12]([CH:13]([CH3:15])[CH3:14])=[N:11]2)[CH:6]=[C:7]([Cl:9])[CH:8]=1. (8) Given the reactants Br[CH2:2][C:3]1[CH:8]=[CH:7][C:6]([CH3:9])=[CH:5][CH:4]=1.C(=O)([O-])[O-].[K+].[K+].[OH:16][C:17]1[CH:26]=[CH:25][C:20]([C:21]([O:23][CH3:24])=[O:22])=[CH:19][C:18]=1[O:27][CH3:28], predict the reaction product. The product is: [CH3:28][O:27][C:18]1[CH:19]=[C:20]([CH:25]=[CH:26][C:17]=1[O:16][CH2:2][C:3]1[CH:8]=[CH:7][C:6]([CH3:9])=[CH:5][CH:4]=1)[C:21]([O:23][CH3:24])=[O:22]. (9) Given the reactants [Cl:1][C:2]1[CH:3]=[C:4]([F:12])[C:5]([C:8](OC)=[O:9])=[N:6][CH:7]=1.[BH4-].[Li+], predict the reaction product. The product is: [Cl:1][C:2]1[CH:3]=[C:4]([F:12])[C:5]([CH2:8][OH:9])=[N:6][CH:7]=1. (10) Given the reactants [CH2:1]([C:3]1[C:7]2[CH:8]=[CH:9][CH:10]=[CH:11][C:6]=2[O:5][C:4]=1[C:12](=O)[CH3:13])[CH3:2].[CH3:15][C:16]([S@:19]([NH2:21])=[O:20])([CH3:18])[CH3:17].[Na+].[Cl-], predict the reaction product. The product is: [CH2:1]([C:3]1[C:7]2[CH:8]=[CH:9][CH:10]=[CH:11][C:6]=2[O:5][C:4]=1[C:12](=[N:21][S@@:19]([C:16]([CH3:18])([CH3:17])[CH3:15])=[O:20])[CH3:13])[CH3:2].